This data is from Peptide-MHC class II binding affinity with 134,281 pairs from IEDB. The task is: Regression. Given a peptide amino acid sequence and an MHC pseudo amino acid sequence, predict their binding affinity value. This is MHC class II binding data. The peptide sequence is EMETESWIVDRQWAQ. The MHC is DRB1_1302 with pseudo-sequence DRB1_1302. The binding affinity (normalized) is 0.0750.